This data is from NCI-60 drug combinations with 297,098 pairs across 59 cell lines. The task is: Regression. Given two drug SMILES strings and cell line genomic features, predict the synergy score measuring deviation from expected non-interaction effect. Drug 1: CCCS(=O)(=O)NC1=C(C(=C(C=C1)F)C(=O)C2=CNC3=C2C=C(C=N3)C4=CC=C(C=C4)Cl)F. Drug 2: CC1OCC2C(O1)C(C(C(O2)OC3C4COC(=O)C4C(C5=CC6=C(C=C35)OCO6)C7=CC(=C(C(=C7)OC)O)OC)O)O. Cell line: MOLT-4. Synergy scores: CSS=73.5, Synergy_ZIP=3.44, Synergy_Bliss=5.58, Synergy_Loewe=-17.6, Synergy_HSA=4.89.